Predict which catalyst facilitates the given reaction. From a dataset of Catalyst prediction with 721,799 reactions and 888 catalyst types from USPTO. (1) Reactant: [C:1]([C:5]1[CH:9]=[C:8]([NH2:10])[N:7]([C:11]2[CH:16]=[CH:15][CH:14]=[C:13]([O:17][CH3:18])[CH:12]=2)[N:6]=1)([CH3:4])([CH3:3])[CH3:2].C(N(CC)CC)C.[F:26][C:27]1[CH:32]=[CH:31][CH:30]=[CH:29][C:28]=1[N:33]=[C:34]=[O:35]. The catalyst class is: 1. Product: [C:1]([C:5]1[CH:9]=[C:8]([NH:10][C:34]([NH:33][C:28]2[CH:29]=[CH:30][CH:31]=[CH:32][C:27]=2[F:26])=[O:35])[N:7]([C:11]2[CH:16]=[CH:15][CH:14]=[C:13]([O:17][CH3:18])[CH:12]=2)[N:6]=1)([CH3:4])([CH3:2])[CH3:3]. (2) Reactant: [C:1]([C:5]1[C:6]([O:37][CH3:38])=[C:7]([C:20](NC2C(F)=C(F)C(C(F)(F)F)=C(F)C=2F)=[O:21])[N:8]([CH2:10][C:11]2[C:16]([CH3:17])=[CH:15][C:14]([CH3:18])=[CH:13][C:12]=2[CH3:19])[N:9]=1)([CH3:4])([CH3:3])[CH3:2].C[Si](N([Li])[Si](C)(C)C)(C)C.Cl[C:50](OC)=[O:51].C[O-].[Na+]. Product: [C:1]([C:5]1[C:6]([O:37][CH3:38])=[C:7]([C:20]([O:51][CH3:50])=[O:21])[N:8]([CH2:10][C:11]2[C:16]([CH3:17])=[CH:15][C:14]([CH3:18])=[CH:13][C:12]=2[CH3:19])[N:9]=1)([CH3:3])([CH3:4])[CH3:2]. The catalyst class is: 30.